This data is from NCI-60 drug combinations with 297,098 pairs across 59 cell lines. The task is: Regression. Given two drug SMILES strings and cell line genomic features, predict the synergy score measuring deviation from expected non-interaction effect. (1) Drug 1: C1=CC(=CC=C1CCC2=CNC3=C2C(=O)NC(=N3)N)C(=O)NC(CCC(=O)O)C(=O)O. Drug 2: CS(=O)(=O)CCNCC1=CC=C(O1)C2=CC3=C(C=C2)N=CN=C3NC4=CC(=C(C=C4)OCC5=CC(=CC=C5)F)Cl. Cell line: DU-145. Synergy scores: CSS=20.5, Synergy_ZIP=-1.08, Synergy_Bliss=1.70, Synergy_Loewe=-1.68, Synergy_HSA=1.59. (2) Drug 1: C(=O)(N)NO. Synergy scores: CSS=5.72, Synergy_ZIP=-1.89, Synergy_Bliss=-0.792, Synergy_Loewe=1.37, Synergy_HSA=-0.0108. Cell line: LOX IMVI. Drug 2: C1=NNC2=C1C(=O)NC=N2. (3) Drug 1: C1=CC(=CC=C1CCC2=CNC3=C2C(=O)NC(=N3)N)C(=O)NC(CCC(=O)O)C(=O)O. Drug 2: CC1=C(C(=O)C2=C(C1=O)N3CC4C(C3(C2COC(=O)N)OC)N4)N. Cell line: NCI-H226. Synergy scores: CSS=24.5, Synergy_ZIP=-5.28, Synergy_Bliss=6.78, Synergy_Loewe=8.15, Synergy_HSA=8.81. (4) Drug 1: CC12CCC3C(C1CCC2O)C(CC4=C3C=CC(=C4)O)CCCCCCCCCS(=O)CCCC(C(F)(F)F)(F)F. Drug 2: COC1=NC(=NC2=C1N=CN2C3C(C(C(O3)CO)O)O)N. Cell line: HOP-92. Synergy scores: CSS=-8.75, Synergy_ZIP=6.77, Synergy_Bliss=2.44, Synergy_Loewe=-8.35, Synergy_HSA=-8.45. (5) Drug 1: C1=NC2=C(N=C(N=C2N1C3C(C(C(O3)CO)O)O)F)N. Drug 2: CC12CCC3C(C1CCC2OP(=O)(O)O)CCC4=C3C=CC(=C4)OC(=O)N(CCCl)CCCl.[Na+]. Cell line: HT29. Synergy scores: CSS=1.61, Synergy_ZIP=-7.19, Synergy_Bliss=-8.84, Synergy_Loewe=-8.56, Synergy_HSA=-8.35. (6) Drug 1: CC12CCC3C(C1CCC2=O)CC(=C)C4=CC(=O)C=CC34C. Drug 2: CC1=C(C(=O)C2=C(C1=O)N3CC4C(C3(C2COC(=O)N)OC)N4)N. Cell line: NCIH23. Synergy scores: CSS=66.6, Synergy_ZIP=0.350, Synergy_Bliss=1.01, Synergy_Loewe=-5.21, Synergy_HSA=4.21. (7) Drug 1: C1=NC2=C(N=C(N=C2N1C3C(C(C(O3)CO)O)F)Cl)N. Drug 2: C(CCl)NC(=O)N(CCCl)N=O. Cell line: OVCAR-4. Synergy scores: CSS=2.29, Synergy_ZIP=-0.599, Synergy_Bliss=2.25, Synergy_Loewe=-0.256, Synergy_HSA=0.229. (8) Drug 1: CC12CCC(CC1=CCC3C2CCC4(C3CC=C4C5=CN=CC=C5)C)O. Drug 2: C1C(C(OC1N2C=NC(=NC2=O)N)CO)O. Cell line: ACHN. Synergy scores: CSS=6.38, Synergy_ZIP=-4.24, Synergy_Bliss=-0.891, Synergy_Loewe=-9.66, Synergy_HSA=-0.645. (9) Drug 1: C1CC(=O)NC(=O)C1N2C(=O)C3=CC=CC=C3C2=O. Drug 2: CN(C(=O)NC(C=O)C(C(C(CO)O)O)O)N=O. Cell line: SK-MEL-2. Synergy scores: CSS=-24.8, Synergy_ZIP=0.219, Synergy_Bliss=-23.3, Synergy_Loewe=-41.2, Synergy_HSA=-47.7. (10) Drug 1: CN1C2=C(C=C(C=C2)N(CCCl)CCCl)N=C1CCCC(=O)O.Cl. Drug 2: CC12CCC3C(C1CCC2OP(=O)(O)O)CCC4=C3C=CC(=C4)OC(=O)N(CCCl)CCCl.[Na+]. Cell line: TK-10. Synergy scores: CSS=54.2, Synergy_ZIP=1.94, Synergy_Bliss=0.553, Synergy_Loewe=0.479, Synergy_HSA=-0.429.